Dataset: Peptide-MHC class II binding affinity with 134,281 pairs from IEDB. Task: Regression. Given a peptide amino acid sequence and an MHC pseudo amino acid sequence, predict their binding affinity value. This is MHC class II binding data. (1) The peptide sequence is VPRDLEVVAATPTSL. The MHC is DRB1_1501 with pseudo-sequence DRB1_1501. The binding affinity (normalized) is 0.462. (2) The peptide sequence is PQQPFPQQPQQPYPQ. The MHC is HLA-DQA10501-DQB10301 with pseudo-sequence HLA-DQA10501-DQB10301. The binding affinity (normalized) is 0.201. (3) The peptide sequence is LSAEYAAVADELIGL. The MHC is HLA-DQA10301-DQB10302 with pseudo-sequence HLA-DQA10301-DQB10302. The binding affinity (normalized) is 0.628. (4) The peptide sequence is EDKYFAATQFEPLAA. The MHC is DRB1_1001 with pseudo-sequence DRB1_1001. The binding affinity (normalized) is 0.523. (5) The peptide sequence is ESYKFIPALEAAVKQAYAAT. The MHC is HLA-DQA10301-DQB10302 with pseudo-sequence HLA-DQA10301-DQB10302. The binding affinity (normalized) is 0.408. (6) The peptide sequence is GVTCGPGHGISVGSL. The MHC is HLA-DQA10102-DQB10602 with pseudo-sequence HLA-DQA10102-DQB10602. The binding affinity (normalized) is 0.182. (7) The peptide sequence is FTRGKLMSSLHLKRY. The MHC is DRB3_0101 with pseudo-sequence DRB3_0101. The binding affinity (normalized) is 0.0902. (8) The peptide sequence is FFPPNYKLLKDLF. The binding affinity (normalized) is 0.0888. The MHC is DRB5_0101 with pseudo-sequence DRB5_0101. (9) The peptide sequence is WFVRNPFFAVTALTI. The MHC is DRB3_0101 with pseudo-sequence DRB3_0101. The binding affinity (normalized) is 0.787.